Task: Predict the reactants needed to synthesize the given product.. Dataset: Full USPTO retrosynthesis dataset with 1.9M reactions from patents (1976-2016) (1) Given the product [CH2:24]([O:26][C:27]([C:29]1([C:32]2[CH:37]=[CH:36][C:35]([C:2]3[CH:7]=[CH:6][C:5]([C:8]4[O:12][N:11]=[C:10]([CH3:13])[C:9]=4[CH:14]([OH:23])[CH2:15][S:16][C:17]4[CH:22]=[CH:21][CH:20]=[CH:19][CH:18]=4)=[CH:4][CH:3]=3)=[CH:34][CH:33]=2)[CH2:30][CH2:31]1)=[O:28])[CH3:25], predict the reactants needed to synthesize it. The reactants are: Br[C:2]1[CH:7]=[CH:6][C:5]([C:8]2[O:12][N:11]=[C:10]([CH3:13])[C:9]=2[CH:14]([OH:23])[CH2:15][S:16][C:17]2[CH:22]=[CH:21][CH:20]=[CH:19][CH:18]=2)=[CH:4][CH:3]=1.[CH2:24]([O:26][C:27]([C:29]1([C:32]2[CH:37]=[CH:36][C:35](B3OC(C)(C)C(C)(C)O3)=[CH:34][CH:33]=2)[CH2:31][CH2:30]1)=[O:28])[CH3:25]. (2) Given the product [Cl:1][C:2]1[CH:7]=[CH:6][C:5]([C:8]2[CH:9]=[C:10]([C:11]([F:14])([F:13])[F:12])[N:19]3[N:20]=[CH:21][C:22]([C:23]4[CH:28]=[CH:27][N:26]=[CH:25][CH:24]=4)=[C:18]3[N:17]=2)=[CH:4][CH:3]=1, predict the reactants needed to synthesize it. The reactants are: [Cl:1][C:2]1[CH:7]=[CH:6][C:5]([C:8](=O)[CH2:9][C:10](=O)[C:11]([F:14])([F:13])[F:12])=[CH:4][CH:3]=1.[NH2:17][C:18]1[C:22]([C:23]2[CH:28]=[CH:27][N:26]=[CH:25][CH:24]=2)=[CH:21][NH:20][N:19]=1. (3) Given the product [CH3:30][N:31]([CH2:33][C:29]1[N:17]2[C:18]([N:22]3[CH2:23][CH2:24][N:25]([CH3:28])[CH2:26][CH2:27]3)=[CH:19][CH:20]=[CH:21][C:16]2=[N:15][C:14]=1[CH2:13][N:2]([CH3:1])[C@@H:3]1[C:12]2[N:11]=[CH:10][CH:9]=[CH:8][C:7]=2[CH2:6][CH2:5][CH2:4]1)[CH3:32], predict the reactants needed to synthesize it. The reactants are: [CH3:1][N:2]([CH2:13][C:14]1[N:15]=[C:16]2[CH:21]=[CH:20][CH:19]=[C:18]([N:22]3[CH2:27][CH2:26][N:25]([CH3:28])[CH2:24][CH2:23]3)[N:17]2[CH:29]=1)[C@@H:3]1[C:12]2[N:11]=[CH:10][CH:9]=[CH:8][C:7]=2[CH2:6][CH2:5][CH2:4]1.[CH3:30][NH:31][CH3:32].[CH2:33]=O. (4) Given the product [N+:29]([C:22]1[CH:21]=[CH:20][C:19]([NH:18][C:13]([CH:11]2[C:10]([CH3:17])([CH3:16])[S:9][C:8]([C:5]3[CH:4]=[CH:3][C:2]([F:1])=[CH:7][CH:6]=3)=[N:12]2)=[O:15])=[CH:24][C:23]=1[C:25]([F:26])([F:27])[F:28])([O-:31])=[O:30], predict the reactants needed to synthesize it. The reactants are: [F:1][C:2]1[CH:7]=[CH:6][C:5]([C:8]2[S:9][C:10]([CH3:17])([CH3:16])[CH:11]([C:13]([OH:15])=O)[N:12]=2)=[CH:4][CH:3]=1.[NH2:18][C:19]1[CH:20]=[CH:21][C:22]([N+:29]([O-:31])=[O:30])=[C:23]([C:25]([F:28])([F:27])[F:26])[CH:24]=1.CCN(C(C)C)C(C)C.C1CN([P+](Br)(N2CCCC2)N2CCCC2)CC1.F[P-](F)(F)(F)(F)F. (5) Given the product [N:9]([CH:10]=[CH:11][C:12]1[CH:4]=[CH:5][CH:6]=[CH:7][CH:8]=1)=[N+:24]=[N-:25], predict the reactants needed to synthesize it. The reactants are: [B-]1(F)(F)[N+:9]2=[CH:10][CH:11]=[CH:12][C:8]2=[CH:7][C:6]2N1C=[CH:4][CH:5]=2.C=CC1C=CC=CC=1.Br[N:24]=[N+:25]=[N-]. (6) Given the product [OH:1][CH2:2][C@:3]12[CH2:37][CH2:36][C@@H:35]([C:38]([CH3:40])=[CH2:39])[C@@H:4]1[C@@H:5]1[C@@:18]([CH3:21])([CH2:19][CH2:20]2)[C@@:17]2([CH3:22])[C@@H:8]([C@:9]3([CH3:34])[C@@H:14]([CH2:15][CH2:16]2)[C:13]([CH3:24])([CH3:23])[C:12]([C:25]2[CH:33]=[CH:32][C:28]([C:29]([O:31][CH3:41])=[O:30])=[CH:27][CH:26]=2)=[CH:11][CH2:10]3)[CH2:7][CH2:6]1, predict the reactants needed to synthesize it. The reactants are: [OH:1][CH2:2][C@:3]12[CH2:37][CH2:36][C@@H:35]([C:38]([CH3:40])=[CH2:39])[C@@H:4]1[C@@H:5]1[C@@:18]([CH3:21])([CH2:19][CH2:20]2)[C@@:17]2([CH3:22])[C@@H:8]([C@:9]3([CH3:34])[C@@H:14]([CH2:15][CH2:16]2)[C:13]([CH3:24])([CH3:23])[C:12]([C:25]2[CH:33]=[CH:32][C:28]([C:29]([OH:31])=[O:30])=[CH:27][CH:26]=2)=[CH:11][CH2:10]3)[CH2:7][CH2:6]1.[CH3:41][Si](C=[N+]=[N-])(C)C.